The task is: Predict the reactants needed to synthesize the given product.. This data is from Full USPTO retrosynthesis dataset with 1.9M reactions from patents (1976-2016). (1) Given the product [Cl:13][C:10]1[CH:9]=[CH:8][C:7]([C:5]2[S:4][C:3]3[C:14](=[O:16])[N:36]([C:35]4[CH:37]=[CH:38][C:32]([O:31][CH2:30][CH:29]([O:28][CH2:26][CH3:27])[O:41][CH2:42][CH3:43])=[C:33]([O:39][CH3:40])[CH:34]=4)[CH:18]=[N:1][C:2]=3[CH:6]=2)=[CH:12][CH:11]=1, predict the reactants needed to synthesize it. The reactants are: [NH2:1][C:2]1[CH:6]=[C:5]([C:7]2[CH:12]=[CH:11][C:10]([Cl:13])=[CH:9][CH:8]=2)[S:4][C:3]=1[C:14]([O:16]C)=O.[CH3:18]OC(OC)N(C)C.[CH2:26]([O:28][CH:29]([O:41][CH2:42][CH3:43])[CH2:30][O:31][C:32]1[CH:38]=[CH:37][C:35]([NH2:36])=[CH:34][C:33]=1[O:39][CH3:40])[CH3:27]. (2) Given the product [CH:9]1([NH:15][C:6]2[CH:5]=[CH:4][N:3]=[C:2]([N:18]3[C:17]([CH3:16])=[CH:21][C:20]([CH3:22])=[N:19]3)[N:7]=2)[CH2:14][CH2:13][CH2:12][CH2:11][CH2:10]1, predict the reactants needed to synthesize it. The reactants are: Cl[C:2]1[N:7]=[C:6](Cl)[CH:5]=[CH:4][N:3]=1.[CH:9]1([NH2:15])[CH2:14][CH2:13][CH2:12][CH2:11][CH2:10]1.[CH3:16][C:17]1[CH:21]=[C:20]([CH3:22])[NH:19][N:18]=1.